Dataset: Peptide-MHC class I binding affinity with 185,985 pairs from IEDB/IMGT. Task: Regression. Given a peptide amino acid sequence and an MHC pseudo amino acid sequence, predict their binding affinity value. This is MHC class I binding data. (1) The peptide sequence is LLDKQQFEL. The MHC is HLA-C08:02 with pseudo-sequence HLA-C08:02. The binding affinity (normalized) is 0.738. (2) The peptide sequence is YYYNFSEDL. The MHC is HLA-A03:01 with pseudo-sequence HLA-A03:01. The binding affinity (normalized) is 0.0847.